From a dataset of Forward reaction prediction with 1.9M reactions from USPTO patents (1976-2016). Predict the product of the given reaction. (1) Given the reactants C[O:2][C:3]([C:5]1[CH:10]=[CH:9][C:8]([O:11][CH2:12][C:13]#[C:14][CH3:15])=[CH:7][N:6]=1)=[O:4].[Li+].[OH-].Cl, predict the reaction product. The product is: [CH2:12]([O:11][C:8]1[CH:9]=[CH:10][C:5]([C:3]([OH:4])=[O:2])=[N:6][CH:7]=1)[C:13]#[C:14][CH3:15]. (2) Given the reactants CCCP1(OP(CCC)(=O)OP(CCC)(=O)O1)=O.[CH:19]([C:22]1[C:26]2[N:27]=[C:28]([CH2:32][C:33]3[CH:43]=[CH:42][CH:41]=[CH:40][C:34]=3[O:35][CH2:36][C:37]([OH:39])=O)[NH:29][C:30](=[O:31])[C:25]=2[NH:24][N:23]=1)([CH3:21])[CH3:20].[NH:44]1[CH2:49][CH2:48][O:47][CH2:46][CH2:45]1, predict the reaction product. The product is: [CH:19]([C:22]1[C:26]2[N:27]=[C:28]([CH2:32][C:33]3[CH:43]=[CH:42][CH:41]=[CH:40][C:34]=3[O:35][CH2:36][C:37]([N:44]3[CH2:49][CH2:48][O:47][CH2:46][CH2:45]3)=[O:39])[NH:29][C:30](=[O:31])[C:25]=2[NH:24][N:23]=1)([CH3:21])[CH3:20]. (3) Given the reactants [C:1]([O:5][C:6]([C:8]1([C:11]2[CH:16]=[CH:15][C:14](Br)=[CH:13][CH:12]=2)[CH2:10][CH2:9]1)=[O:7])([CH3:4])([CH3:3])[CH3:2].[O:18]=[C:19]1[CH2:23][CH2:22][CH2:21][NH:20]1.[C@@H]1(N)CCCC[C@H]1N.C(=O)([O-])[O-].[K+].[K+], predict the reaction product. The product is: [C:1]([O:5][C:6]([C:8]1([C:11]2[CH:16]=[CH:15][C:14]([N:20]3[CH2:21][CH2:22][CH2:23][C:19]3=[O:18])=[CH:13][CH:12]=2)[CH2:10][CH2:9]1)=[O:7])([CH3:4])([CH3:3])[CH3:2]. (4) Given the reactants [OH:1][C:2]([C:35]1[S:36][CH:37]=[CH:38][CH:39]=1)([C:30]1[S:31][CH:32]=[CH:33][CH:34]=1)[C:3]([O:5][C@H:6]1[CH2:11][CH2:10][C@H:9]([N:12]([CH3:29])[CH2:13][CH2:14][CH2:15][N:16]2[C:20]3[CH:21]=[CH:22][C:23]([CH2:25][CH:26]=O)=[CH:24][C:19]=3[O:18][C:17]2=[O:28])[CH2:8][CH2:7]1)=[O:4].C(O)(=O)C.[NH2:44][CH2:45][C@@H:46]([C:55]1[CH:64]=[CH:63][C:62]([OH:65])=[C:61]2[C:56]=1[CH:57]=[CH:58][C:59](=[O:66])[NH:60]2)[O:47][Si:48]([C:51]([CH3:54])([CH3:53])[CH3:52])([CH3:50])[CH3:49].[Na].C(=O)(O)[O-].[Na+], predict the reaction product. The product is: [OH:1][C:2]([C:30]1[S:31][CH:32]=[CH:33][CH:34]=1)([C:35]1[S:36][CH:37]=[CH:38][CH:39]=1)[C:3]([O:5][C@H:6]1[CH2:11][CH2:10][C@H:9]([N:12]([CH2:13][CH2:14][CH2:15][N:16]2[C:20]3[CH:21]=[CH:22][C:23]([CH2:25][CH2:26][NH:44][CH2:45][C@H:46]([O:47][Si:48]([C:51]([CH3:54])([CH3:53])[CH3:52])([CH3:50])[CH3:49])[C:55]4[CH:64]=[CH:63][C:62]([OH:65])=[C:61]5[C:56]=4[CH:57]=[CH:58][C:59](=[O:66])[NH:60]5)=[CH:24][C:19]=3[O:18][C:17]2=[O:28])[CH3:29])[CH2:8][CH2:7]1)=[O:4].